This data is from Catalyst prediction with 721,799 reactions and 888 catalyst types from USPTO. The task is: Predict which catalyst facilitates the given reaction. (1) Reactant: [OH:1][C:2]1[CH:3]=[CH:4][C:5]2[N:9]=[C:8]([C:10]([OH:12])=O)[NH:7][C:6]=2[CH:13]=1.Cl.[F:15][C:16]1[CH:28]=[CH:27][C:19]([CH:20]=[C:21]2[CH2:26][CH2:25][NH:24][CH2:23][CH2:22]2)=[CH:18][CH:17]=1. Product: [F:15][C:16]1[CH:17]=[CH:18][C:19]([CH:20]=[C:21]2[CH2:22][CH2:23][N:24]([C:10]([C:8]3[NH:7][C:6]4[CH:13]=[C:2]([OH:1])[CH:3]=[CH:4][C:5]=4[N:9]=3)=[O:12])[CH2:25][CH2:26]2)=[CH:27][CH:28]=1. The catalyst class is: 32. (2) Reactant: [CH2:1]([NH2:4])[CH2:2][NH2:3].[C:5]1(=[O:11])[O:10][C:8](=[O:9])[CH2:7][CH2:6]1.C(=O)=O.[OH-].[Na+].[C:17](O)(=[O:28])[CH2:18][C:19](CC(O)=O)([C:21]([OH:23])=[O:22])O.Cl. Product: [C:21]([CH2:19][CH2:18][C:17]([NH:3][CH2:2][CH2:1][NH:4][C:8](=[O:9])[CH2:7][CH2:6][C:5]([OH:10])=[O:11])=[O:28])([OH:23])=[O:22]. The catalyst class is: 250. (3) Reactant: [Cl:1][C:2]1[CH:3]=[C:4]([CH:8]=[CH:9][CH:10]=1)[C:5]([OH:7])=[O:6].[OH-].[Na+].Cl[C:14]([O:16][CH:17]([CH2:19][CH3:20])[CH3:18])=[O:15]. Product: [C:14](=[O:15])([O:16][CH:17]([CH3:18])[CH2:19][CH3:20])[O:6][C:5](=[O:7])[C:4]1[CH:8]=[CH:9][CH:10]=[C:2]([Cl:1])[CH:3]=1. The catalyst class is: 6.